From a dataset of Forward reaction prediction with 1.9M reactions from USPTO patents (1976-2016). Predict the product of the given reaction. (1) Given the reactants [NH2:1][C:2]1[CH:7]=[CH:6][C:5]([S:8]([NH:11][C:12]2[CH:13]=[CH:14][C:15]3[CH2:19][O:18][B:17]([OH:20])[C:16]=3[CH:21]=2)(=[O:10])=[O:9])=[C:4]([CH2:22][NH2:23])[CH:3]=1.Cl[C:25]([O:27][CH:28]([CH2:31][CH3:32])[CH2:29][CH3:30])=[O:26], predict the reaction product. The product is: [NH2:1][C:2]1[CH:7]=[CH:6][C:5]([S:8](=[O:9])(=[O:10])[NH:11][C:12]2[CH:13]=[CH:14][C:15]3[CH2:19][O:18][B:17]([OH:20])[C:16]=3[CH:21]=2)=[C:4]([CH:3]=1)[CH2:22][NH:23][C:25](=[O:26])[O:27][CH:28]([CH2:31][CH3:32])[CH2:29][CH3:30]. (2) The product is: [C:24]([NH:1][C:2]1[S:3][C:4]([C:13]([O:15][CH2:16][CH3:17])=[O:14])=[C:5]([C:7]2[CH:12]=[CH:11][CH:10]=[CH:9][CH:8]=2)[N:6]=1)(=[O:31])[C:25]1[CH:30]=[CH:29][CH:28]=[CH:27][CH:26]=1. Given the reactants [NH2:1][C:2]1[S:3][C:4]([C:13]([O:15][CH2:16][CH3:17])=[O:14])=[C:5]([C:7]2[CH:12]=[CH:11][CH:10]=[CH:9][CH:8]=2)[N:6]=1.N1C=CC=CC=1.[C:24](Cl)(=[O:31])[C:25]1[CH:30]=[CH:29][CH:28]=[CH:27][CH:26]=1, predict the reaction product. (3) Given the reactants [C:1]1([C:7]2[O:8][C:9]([C:27]([F:30])([F:29])[F:28])=[C:10]([C:12]([NH:14][C:15]3[CH:16]=[N:17][C:18]([N:21]4[CH2:26][CH2:25][NH:24][CH2:23][CH2:22]4)=[CH:19][CH:20]=3)=[O:13])[N:11]=2)[CH:6]=[CH:5][CH:4]=[CH:3][CH:2]=1.Cl[C:32]([O:34][CH:35]1[CH2:39][CH2:38][CH2:37][CH2:36]1)=[O:33], predict the reaction product. The product is: [C:1]1([C:7]2[O:8][C:9]([C:27]([F:28])([F:29])[F:30])=[C:10]([C:12]([NH:14][C:15]3[CH:20]=[CH:19][C:18]([N:21]4[CH2:26][CH2:25][N:24]([C:32]([O:34][CH:35]5[CH2:39][CH2:38][CH2:37][CH2:36]5)=[O:33])[CH2:23][CH2:22]4)=[N:17][CH:16]=3)=[O:13])[N:11]=2)[CH:2]=[CH:3][CH:4]=[CH:5][CH:6]=1. (4) Given the reactants C(NC(C)C)(C)C.C([Li])CCC.[CH3:13][O:14][C:15](=[O:26])[CH2:16][C:17]1[CH:22]=[CH:21][C:20]([S:23][CH3:24])=[C:19]([Cl:25])[CH:18]=1.I[CH2:28][CH:29]1[CH2:33][CH2:32][CH2:31][CH2:30]1, predict the reaction product. The product is: [CH3:13][O:14][C:15](=[O:26])[CH:16]([C:17]1[CH:22]=[CH:21][C:20]([S:23][CH3:24])=[C:19]([Cl:25])[CH:18]=1)[CH2:28][CH:29]1[CH2:33][CH2:32][CH2:31][CH2:30]1. (5) Given the reactants [F:1][C:2]1([F:37])[CH2:5][N:4]([CH2:6][C:7]2[N:19]=[C:18]3[N:9]([C:10]([NH:25]CC4C=CC(OC)=CC=4OC)=[N:11][C:12]4[C:17]3=[CH:16][CH:15]=[C:14]3[O:20][C:21]([F:24])([F:23])[O:22][C:13]=43)[N:8]=2)[CH2:3]1.FC(F)(F)C(O)=O, predict the reaction product. The product is: [F:37][C:2]1([F:1])[CH2:5][N:4]([CH2:6][C:7]2[N:19]=[C:18]3[N:9]([C:10]([NH2:25])=[N:11][C:12]4[C:17]3=[CH:16][CH:15]=[C:14]3[O:20][C:21]([F:24])([F:23])[O:22][C:13]=43)[N:8]=2)[CH2:3]1. (6) The product is: [F:33][C:11]1[CH:10]=[C:9]([O:8][C:6]2[CH:5]=[CH:4][N:3]=[C:2]([C:38]3[CH:37]=[N:36][N:35]([CH3:34])[CH:39]=3)[CH:7]=2)[C:14]([F:15])=[CH:13][C:12]=1[NH:16][C:17]([C:19]1[C:24](=[O:25])[C:23]([C:26]2[CH:31]=[CH:30][C:29]([F:32])=[CH:28][CH:27]=2)=[CH:22][NH:21][CH:20]=1)=[O:18]. Given the reactants Cl[C:2]1[CH:7]=[C:6]([O:8][C:9]2[C:14]([F:15])=[CH:13][C:12]([NH:16][C:17]([C:19]3[C:24](=[O:25])[C:23]([C:26]4[CH:31]=[CH:30][C:29]([F:32])=[CH:28][CH:27]=4)=[CH:22][NH:21][CH:20]=3)=[O:18])=[C:11]([F:33])[CH:10]=2)[CH:5]=[CH:4][N:3]=1.[CH3:34][N:35]1[CH:39]=[C:38](B(O)O)[CH:37]=[N:36]1.C([O-])([O-])=O.[K+].[K+], predict the reaction product.